From a dataset of Catalyst prediction with 721,799 reactions and 888 catalyst types from USPTO. Predict which catalyst facilitates the given reaction. (1) Reactant: C([Li])CCC.C(NC(C)C)(C)C.[Br:13][C:14]1[C:15]([F:35])=[CH:16][C:17]([O:27][C:28]2[CH:29]=[N:30][C:31]([Cl:34])=[CH:32][CH:33]=2)=[C:18]([CH:26]=1)[C:19](N(CC)CC)=[O:20]. Product: [Br:13][C:14]1[CH:26]=[C:18]2[C:17](=[CH:16][C:15]=1[F:35])[O:27][C:28]1[CH:29]=[N:30][C:31]([Cl:34])=[CH:32][C:33]=1[C:19]2=[O:20]. The catalyst class is: 1. (2) Reactant: OC(C(F)(F)F)=O.[CH3:8][O:9][C:10]1[CH:11]=[C:12]([C@@H:18]2[NH:22][C@H:21]([C:23]([OH:25])=[O:24])[CH2:20][CH2:19]2)[CH:13]=[CH:14][C:15]=1[O:16][CH3:17].CCN(C(C)C)C(C)C.[CH3:35][C:36]([O:39][C:40](O[C:40]([O:39][C:36]([CH3:38])([CH3:37])[CH3:35])=[O:41])=[O:41])([CH3:38])[CH3:37].C1COCC1. Product: [C:36]([O:39][C:40]([N:22]1[C@@H:18]([C:12]2[CH:13]=[CH:14][C:15]([O:16][CH3:17])=[C:10]([O:9][CH3:8])[CH:11]=2)[CH2:19][CH2:20][C@H:21]1[C:23]([OH:25])=[O:24])=[O:41])([CH3:38])([CH3:37])[CH3:35]. The catalyst class is: 4. (3) Reactant: [OH:1][C:2]1[CH:9]=[CH:8][C:5]([CH:6]=O)=[CH:4][CH:3]=1.[NH:10]1[CH2:16][C:14](=[O:15])[NH:13][C:11]1=[O:12].O.N. Product: [OH:1][C:2]1[CH:9]=[CH:8][C:5]([CH:6]=[C:16]2[NH:10][C:11](=[O:12])[NH:13][C:14]2=[O:15])=[CH:4][CH:3]=1. The catalyst class is: 6. (4) Reactant: O[Li].O.[OH:4][C:5]1[CH:6]=[C:7]2[C:11](=[CH:12][CH:13]=1)[N:10]([CH3:14])[CH:9]=[C:8]2[CH2:15][C:16]([O:18]C)=[O:17]. Product: [OH:4][C:5]1[CH:6]=[C:7]2[C:11](=[CH:12][CH:13]=1)[N:10]([CH3:14])[CH:9]=[C:8]2[CH2:15][C:16]([OH:18])=[O:17]. The catalyst class is: 20. (5) Reactant: [CH3:1][O:2][C:3]1[C:4]([CH2:16][O:17][C:18]2[CH:23]=[CH:22][C:21]([C:24]3[CH:28]=[CH:27][N:26]([CH3:29])[N:25]=3)=[CH:20][C:19]=2Br)=[C:5]([N:9]2[C:13](=[O:14])[N:12]([CH3:15])[N:11]=[N:10]2)[CH:6]=[CH:7][CH:8]=1.[CH2:31](B(O)O)[CH3:32].P([O-])([O-])([O-])=O.[K+].[K+].[K+].O1CCOCC1. Product: [CH3:1][O:2][C:3]1[C:4]([CH2:16][O:17][C:18]2[CH:23]=[CH:22][C:21]([C:24]3[CH:28]=[CH:27][N:26]([CH3:29])[N:25]=3)=[CH:20][C:19]=2[CH2:31][CH3:32])=[C:5]([N:9]2[C:13](=[O:14])[N:12]([CH3:15])[N:11]=[N:10]2)[CH:6]=[CH:7][CH:8]=1. The catalyst class is: 6. (6) Reactant: Cl[C:2]1[C:7]([N+:8]([O-:10])=[O:9])=[CH:6][CH:5]=[CH:4][N:3]=1.Cl.[NH2:12][CH2:13][C:14]1[NH:15][C:16]2[CH:22]=[CH:21][CH:20]=[CH:19][C:17]=2[N:18]=1.C(O)C.C(N(C(C)C)CC)(C)C. Product: [NH:15]1[C:16]2[CH:22]=[CH:21][CH:20]=[CH:19][C:17]=2[N:18]=[C:14]1[CH2:13][NH:12][C:2]1[C:7]([N+:8]([O-:10])=[O:9])=[CH:6][CH:5]=[CH:4][N:3]=1. The catalyst class is: 100.